From a dataset of Forward reaction prediction with 1.9M reactions from USPTO patents (1976-2016). Predict the product of the given reaction. The product is: [Cl:1][C:2]1[N:7]=[N:6][C:5]([NH2:8])=[C:4]([NH:10][CH2:11][CH3:12])[CH:3]=1. Given the reactants [Cl:1][C:2]1[N:7]=[N:6][C:5]([NH:8]N)=[C:4]([NH:10][CH2:11][CH3:12])[CH:3]=1, predict the reaction product.